Dataset: Forward reaction prediction with 1.9M reactions from USPTO patents (1976-2016). Task: Predict the product of the given reaction. Given the reactants [CH3:1][O:2][C:3]1[C:8]2[C:9]([C:31]3[CH:32]=[N:33][NH:34][CH:35]=3)=[N:10][N:11](C(C3C=CC=CC=3)(C3C=CC=CC=3)C3C=CC=CC=3)[C:7]=2[CH:6]=[CH:5][N:4]=1.CS(O[CH:41]1[CH2:46][CH2:45][O:44][CH2:43][CH2:42]1)(=O)=O, predict the reaction product. The product is: [O:44]1[CH2:45][CH2:46][CH:41]([N:34]2[CH:35]=[C:31]([C:9]3[C:8]4[C:3]([O:2][CH:1]5[CH2:46][CH2:45][O:44][CH2:43][CH2:42]5)=[N:4][CH:5]=[CH:6][C:7]=4[NH:11][N:10]=3)[CH:32]=[N:33]2)[CH2:42][CH2:43]1.